Dataset: Full USPTO retrosynthesis dataset with 1.9M reactions from patents (1976-2016). Task: Predict the reactants needed to synthesize the given product. (1) Given the product [C:1]([O:5][C:6]([N:8]1[C:17]2[C:12](=[CH:13][C:14]([CH2:18][CH2:19][CH2:20][CH2:21][CH2:22][OH:23])=[CH:15][CH:16]=2)[CH2:11][CH2:10][CH2:9]1)=[O:7])([CH3:4])([CH3:3])[CH3:2], predict the reactants needed to synthesize it. The reactants are: [C:1]([O:5][C:6]([N:8]1[C:17]2[C:12](=[CH:13][C:14]([C:18]#[C:19][CH2:20][CH2:21][CH2:22][OH:23])=[CH:15][CH:16]=2)[CH2:11][CH2:10][CH2:9]1)=[O:7])([CH3:4])([CH3:3])[CH3:2]. (2) Given the product [CH:16]1([N:5]2[C:4]3[N:3]=[C:2]([CH2:22][C:21](=[O:23])[C:24]4[CH:29]=[CH:28][CH:27]=[CH:26][CH:25]=4)[N:11]=[CH:10][C:9]=3[N:8]([CH3:12])[C:7](=[O:13])[C@H:6]2[CH2:14][CH3:15])[CH2:20][CH2:19][CH2:18][CH2:17]1, predict the reactants needed to synthesize it. The reactants are: Cl[C:2]1[N:11]=[CH:10][C:9]2[N:8]([CH3:12])[C:7](=[O:13])[C@@H:6]([CH2:14][CH3:15])[N:5]([CH:16]3[CH2:20][CH2:19][CH2:18][CH2:17]3)[C:4]=2[N:3]=1.[C:21]([C:24]1[CH:29]=[CH:28][CH:27]=[CH:26][CH:25]=1)(=[O:23])[CH3:22].C1C=CC(P(C2C(C3C(P(C4C=CC=CC=4)C4C=CC=CC=4)=CC=C4C=3C=CC=C4)=C3C(C=CC=C3)=CC=2)C2C=CC=CC=2)=CC=1.C([O-])([O-])=O.[Cs+].[Cs+]. (3) Given the product [NH2:1][C:2]1[CH:9]=[CH:8][C:7]([Br:17])=[CH:6][C:3]=1[C:4]#[N:5], predict the reactants needed to synthesize it. The reactants are: [NH2:1][C:2]1[CH:9]=[CH:8][CH:7]=[CH:6][C:3]=1[C:4]#[N:5].C1C(=O)N([Br:17])C(=O)C1.O. (4) The reactants are: [Cl:1][C:2]1[CH:9]=[CH:8][CH:7]=[C:6]([N:10]2[CH:14]=[C:13]([CH3:15])[N:12]=[CH:11]2)[C:3]=1[C:4]#[N:5].[CH3:16][N+:17]([CH3:19])=[CH2:18].[I-]. Given the product [Cl:1][C:2]1[CH:9]=[CH:8][CH:7]=[C:6]([N:10]2[C:14]([CH2:16][N:17]([CH3:19])[CH3:18])=[C:13]([CH3:15])[N:12]=[CH:11]2)[C:3]=1[C:4]#[N:5], predict the reactants needed to synthesize it.